Predict the reaction yield, written as a fraction of the theoretical maximum amount of product (1.0 means a 100% yield; for example, 0.34 means a 34% yield). From a dataset of Reaction yield outcomes from USPTO patents with 853,638 reactions. (1) The reactants are Cl.[Br:2][C:3]1[CH:4]=[C:5]([CH2:9][C:10]([CH3:14])([CH3:13])[CH2:11][NH2:12])[CH:6]=[CH:7][CH:8]=1.CCN(CC)CC.[F:22][C:23]([F:30])([F:29])[C:24](OCC)=[O:25]. The catalyst is C1COCC1. The product is [Br:2][C:3]1[CH:4]=[C:5]([CH2:9][C:10]([CH3:14])([CH3:13])[CH2:11][NH:12][C:24](=[O:25])[C:23]([F:30])([F:29])[F:22])[CH:6]=[CH:7][CH:8]=1. The yield is 0.580. (2) The reactants are C[Si](C)(C)CCOC([N:8]1[CH2:13][CH2:12][CH:11]([O:14][C:15]2[S:16][C:17]3[CH:23]=[C:22]([CH:24]4[CH2:29][CH2:28][N:27]([C:30]([O:32][C:33]([CH3:36])([CH3:35])[CH3:34])=[O:31])[CH2:26][CH2:25]4)[CH:21]=[CH:20][C:18]=3[N:19]=2)[CH2:10][CH2:9]1)=O.CCCC[N+](CCCC)(CCCC)CCCC.[F-]. The catalyst is C1COCC1.CCOC(C)=O. The product is [NH:8]1[CH2:13][CH2:12][CH:11]([O:14][C:15]2[S:16][C:17]3[CH:23]=[C:22]([CH:24]4[CH2:29][CH2:28][N:27]([C:30]([O:32][C:33]([CH3:36])([CH3:35])[CH3:34])=[O:31])[CH2:26][CH2:25]4)[CH:21]=[CH:20][C:18]=3[N:19]=2)[CH2:10][CH2:9]1. The yield is 1.00. (3) The reactants are Cl.[Cl:2][C:3]1[CH:26]=[CH:25][C:6]2[N:7]3[C:11]([CH2:12][NH:13][CH2:14][C:5]=2[CH:4]=1)=[N:10][N:9]=[C:8]3[C@H:15]1[CH2:20][CH2:19][C@H:18]([O:21][CH:22]([CH3:24])[CH3:23])[CH2:17][CH2:16]1.C(N(CC)CC)C.[CH3:34][S:35](Cl)(=[O:37])=[O:36]. The catalyst is ClCCl. The product is [Cl:2][C:3]1[CH:26]=[CH:25][C:6]2[N:7]3[C:11](=[N:10][N:9]=[C:8]3[C@H:15]3[CH2:16][CH2:17][C@H:18]([O:21][CH:22]([CH3:24])[CH3:23])[CH2:19][CH2:20]3)[CH2:12][N:13]([S:35]([CH3:34])(=[O:37])=[O:36])[CH2:14][C:5]=2[CH:4]=1. The yield is 0.0500. (4) The reactants are [C:1]([O:5][C:6]([N:8]1[CH2:13][CH:12]2[C:10]([C:14]3[CH:19]=[CH:18][C:17](Br)=[CH:16][CH:15]=3)([CH2:11]2)[CH2:9]1)=[O:7])([CH3:4])([CH3:3])[CH3:2].CC(C)([O-])C.[Na+].[C:27]1([N:33]2[CH2:38][CH2:37][NH:36][CH2:35][CH2:34]2)[CH:32]=[CH:31][CH:30]=[CH:29][CH:28]=1. The catalyst is C1(C)C=CC=CC=1.C1C=CC(/C=C/C(/C=C/C2C=CC=CC=2)=O)=CC=1.C1C=CC(/C=C/C(/C=C/C2C=CC=CC=2)=O)=CC=1.C1C=CC(/C=C/C(/C=C/C2C=CC=CC=2)=O)=CC=1.[Pd].[Pd].C1C=CC(P(C2C(C3C(P(C4C=CC=CC=4)C4C=CC=CC=4)=CC=C4C=3C=CC=C4)=C3C(C=CC=C3)=CC=2)C2C=CC=CC=2)=CC=1. The product is [C:1]([O:5][C:6]([N:8]1[CH2:13][CH:12]2[C:10]([C:14]3[CH:19]=[CH:18][C:17]([N:36]4[CH2:37][CH2:38][N:33]([C:27]5[CH:32]=[CH:31][CH:30]=[CH:29][CH:28]=5)[CH2:34][CH2:35]4)=[CH:16][CH:15]=3)([CH2:11]2)[CH2:9]1)=[O:7])([CH3:4])([CH3:3])[CH3:2]. The yield is 0.400. (5) The reactants are [OH:1][CH:2]([CH2:20][CH2:21][CH2:22][CH3:23])[CH2:3][CH2:4][CH2:5][CH2:6][CH2:7][CH2:8][CH:9]=[CH:10][CH:11]=[CH:12][CH:13]=[CH:14][CH:15]=[CH:16][C:17]([OH:19])=[O:18].ON1C(=O)CCC1=O.C1(N=C=NC2CCCCC2)CCCCC1. The catalyst is O1CCCC1. The product is [CH3:23][CH2:22][CH2:21][CH2:20][CH:2]([OH:1])/[CH:3]=[CH:4]\[CH2:5]/[CH:6]=[CH:7]\[CH2:8]/[CH:9]=[CH:10]\[CH2:11]/[CH:12]=[CH:13]\[CH2:14][CH2:15][CH2:16][C:17]([OH:19])=[O:18]. The yield is 0.750. (6) The catalyst is CN(C=O)C.CCOC(C)=O. The product is [Cl:25][C:26]1[CH:33]=[CH:32][CH:31]=[CH:30][C:27]=1[CH2:28][NH:29][C:11]([C:2]1[CH:3]=[CH:4][C:5]2[C:10](=[CH:9][CH:8]=[N:7][CH:6]=2)[N:1]=1)=[O:13]. The yield is 0.970. The reactants are [N:1]1[C:10]2[C:5](=[CH:6][N:7]=[CH:8][CH:9]=2)[CH:4]=[CH:3][C:2]=1[C:11]([OH:13])=O.O.ON1C2C=CC=CC=2N=N1.[Cl:25][C:26]1[CH:33]=[CH:32][CH:31]=[CH:30][C:27]=1[CH2:28][NH2:29].Cl.CN(C)CCCN=C=NCC.